This data is from Full USPTO retrosynthesis dataset with 1.9M reactions from patents (1976-2016). The task is: Predict the reactants needed to synthesize the given product. (1) Given the product [CH2:1]([O:8][C@:9]1([CH3:29])[C@H:12]([C@H:13]([OH:14])[CH2:17][OH:16])[N:11]([C:20]2[CH:25]=[CH:24][C:23]([O:26][CH3:27])=[CH:22][CH:21]=2)[C:10]1=[O:28])[C:2]1[CH:3]=[CH:4][CH:5]=[CH:6][CH:7]=1, predict the reactants needed to synthesize it. The reactants are: [CH2:1]([O:8][C@@H:9]1[C@H:12]([C@H:13]2[CH2:17][O:16]C(C)(C)[O:14]2)[N:11]([C:20]2[CH:25]=[CH:24][C:23]([O:26][CH3:27])=[CH:22][CH:21]=2)[C:10]1=[O:28])[C:2]1[CH:7]=[CH:6][CH:5]=[CH:4][CH:3]=1.[CH3:29][Si]([N-][Si](C)(C)C)(C)C.[Li+].CI.[Cl-].[NH4+]. (2) Given the product [Br:1][C:2]1[CH:7]=[CH:6][C:5]([C:8]2[C:10]([C:12]3[CH:17]=[CH:16][C:15]([Br:18])=[CH:14][CH:13]=3)=[N:26][C:19]3[C:20](=[CH:21][CH:22]=[CH:23][CH:24]=3)[N:25]=2)=[CH:4][CH:3]=1, predict the reactants needed to synthesize it. The reactants are: [Br:1][C:2]1[CH:7]=[CH:6][C:5]([C:8]([C:10]([C:12]2[CH:17]=[CH:16][C:15]([Br:18])=[CH:14][CH:13]=2)=O)=O)=[CH:4][CH:3]=1.[C:19]1([NH2:26])[CH:24]=[CH:23][CH:22]=[CH:21][C:20]=1[NH2:25].C(Cl)(Cl)Cl. (3) Given the product [Cl:39][C:3]1[CH:8]=[CH:7][C:6]([CH:9]2[CH2:15][CH2:14][CH2:13][CH2:12][N:11]([C:16]([C:18]3[CH:23]=[CH:22][N:21]=[C:20]([NH:24][CH3:25])[CH:19]=3)=[O:17])[CH2:10]2)=[CH:5][CH:4]=1, predict the reactants needed to synthesize it. The reactants are: CO[C:3]1[CH:8]=[CH:7][C:6]([CH:9]2[CH2:15][CH2:14][CH2:13][CH2:12][N:11]([C:16]([C:18]3[CH:23]=[CH:22][N:21]=[C:20]([NH:24][CH3:25])[CH:19]=3)=[O:17])[CH2:10]2)=[CH:5][CH:4]=1.Cl.CNC1C=C(C=CN=1)C(O)=O.Cl.[Cl:39]C1C=CC(C2CCCCNC2)=CC=1. (4) Given the product [NH2:31][C:28]1[N:29]=[CH:30][C:25]([C:22]2[CH:23]=[CH:24][C:19]([C:10]3[C:9]([S:6]([NH:5][C:1]([CH3:4])([CH3:3])[CH3:2])(=[O:8])=[O:7])=[CH:14][CH:13]=[CH:12][CH:11]=3)=[C:20]([O:33][CH3:34])[C:21]=2[F:32])=[N:26][CH:27]=1, predict the reactants needed to synthesize it. The reactants are: [C:1]([NH:5][S:6]([C:9]1[CH:14]=[CH:13][CH:12]=[CH:11][C:10]=1B(O)O)(=[O:8])=[O:7])([CH3:4])([CH3:3])[CH3:2].Br[C:19]1[CH:24]=[CH:23][C:22]([C:25]2[N:26]=[CH:27][C:28]([NH2:31])=[N:29][CH:30]=2)=[C:21]([F:32])[C:20]=1[O:33][CH3:34]. (5) Given the product [C:16]([O:15][C:13]([N:12]1[CH2:25][CH2:24][CH2:23][N:11]1[C:1]([O:3][CH2:4][C:5]1[CH:10]=[CH:9][CH:8]=[CH:7][CH:6]=1)=[O:2])=[O:14])([CH3:19])([CH3:18])[CH3:17], predict the reactants needed to synthesize it. The reactants are: [C:1]([NH:11][NH:12][C:13]([O:15][C:16]([CH3:19])([CH3:18])[CH3:17])=[O:14])([O:3][CH2:4][C:5]1[CH:10]=[CH:9][CH:8]=[CH:7][CH:6]=1)=[O:2].[H-].[Na+].Br[CH2:23][CH2:24][CH2:25]Br. (6) Given the product [CH:41]1([N:25]([CH2:26][C:27]2[C:35]3[C:30](=[CH:31][CH:32]=[CH:33][CH:34]=3)[N:29]([CH2:36][CH2:37][CH2:38][O:39][CH3:40])[CH:28]=2)[C:24]([C@@H:22]2[CH2:21][C@H:20]([NH:45][C:55](=[O:60])[C:56]([CH3:59])([CH3:58])[CH3:57])[CH2:19][NH:18][CH2:23]2)=[O:44])[CH2:42][CH2:43]1, predict the reactants needed to synthesize it. The reactants are: C1C2C(COC([N:18]3[CH2:23][C@H:22]([C:24](=[O:44])[N:25]([CH:41]4[CH2:43][CH2:42]4)[CH2:26][C:27]4[C:35]5[C:30](=[CH:31][CH:32]=[CH:33][CH:34]=5)[N:29]([CH2:36][CH2:37][CH2:38][O:39][CH3:40])[CH:28]=4)[CH2:21][C@H:20]([NH2:45])[CH2:19]3)=O)C3C(=CC=CC=3)C=2C=CC=1.C(N(C(C)C)C(C)C)C.[C:55](Cl)(=[O:60])[C:56]([CH3:59])([CH3:58])[CH3:57]. (7) Given the product [OH:13][C:12]1[C:3]([O:2][CH3:1])=[CH:4][C:5]([N+:15]([O-:17])=[O:16])=[C:6]([CH:11]=1)[C:7]([O:9][CH3:10])=[O:8], predict the reactants needed to synthesize it. The reactants are: [CH3:1][O:2][C:3]1[C:12]([O:13]C)=[CH:11][C:6]([C:7]([O:9][CH3:10])=[O:8])=[C:5]([N+:15]([O-:17])=[O:16])[CH:4]=1.[OH-].[K+]. (8) Given the product [F:27][C:24]1[CH:23]=[CH:22][C:21]([C:19]2[N:18]=[CH:17][N:16]=[C:15]([NH:14][C:11]3[CH:12]=[CH:13][C:8]([NH2:7])=[CH:9][CH:10]=3)[CH:20]=2)=[CH:26][CH:25]=1, predict the reactants needed to synthesize it. The reactants are: C(OC(=O)[NH:7][C:8]1[CH:13]=[CH:12][C:11]([NH:14][C:15]2[CH:20]=[C:19]([C:21]3[CH:26]=[CH:25][C:24]([F:27])=[CH:23][CH:22]=3)[N:18]=[CH:17][N:16]=2)=[CH:10][CH:9]=1)(C)(C)C.Cl. (9) Given the product [C:1]([O:5][C:6](=[O:26])[NH:7][C:8]1[CH:13]=[C:12]([N:14]([CH:16]([CH3:17])[CH3:18])[CH3:15])[C:11]([C:19]([F:22])([F:21])[F:20])=[CH:10][C:9]=1[NH2:23])([CH3:3])([CH3:4])[CH3:2], predict the reactants needed to synthesize it. The reactants are: [C:1]([O:5][C:6](=[O:26])[NH:7][C:8]1[CH:13]=[C:12]([N:14]([CH:16]([CH3:18])[CH3:17])[CH3:15])[C:11]([C:19]([F:22])([F:21])[F:20])=[CH:10][C:9]=1[N+:23]([O-])=O)([CH3:4])([CH3:3])[CH3:2]. (10) Given the product [NH2:7][C@H:8]([C:12]1[CH:17]=[CH:16][C:15]([F:18])=[CH:14][CH:13]=1)[CH2:9][OH:10], predict the reactants needed to synthesize it. The reactants are: [H-].[Al+3].[Li+].[H-].[H-].[H-].[NH2:7][C@H:8]([C:12]1[CH:17]=[CH:16][C:15]([F:18])=[CH:14][CH:13]=1)[C:9](O)=[O:10].O.C([O-])([O-])=O.[K+].[K+].